From a dataset of Full USPTO retrosynthesis dataset with 1.9M reactions from patents (1976-2016). Predict the reactants needed to synthesize the given product. (1) Given the product [F:13][C:14]1[C:19]([CH:35]=[O:36])=[C:18]([F:20])[CH:17]=[CH:16][C:15]=1[NH:21][S:22]([C:25]1[CH:30]=[CH:29][C:28]([CH2:31][CH3:32])=[CH:27][CH:26]=1)(=[O:24])=[O:23], predict the reactants needed to synthesize it. The reactants are: C(NC(C)C)(C)C.C([Li])CCC.[F:13][C:14]1[CH:19]=[C:18]([F:20])[CH:17]=[CH:16][C:15]=1[NH:21][S:22]([C:25]1[CH:30]=[CH:29][C:28]([CH2:31][CH3:32])=[CH:27][CH:26]=1)(=[O:24])=[O:23].CN(C)[CH:35]=[O:36]. (2) Given the product [Cl:18][C:6]1[CH:5]=[C:4]([N:19]2[C:24](=[O:25])[NH:23][C:22](=[O:26])[CH:21]=[N:20]2)[CH:3]=[C:2]([Cl:1])[C:7]=1[O:8][C:9]1[CH:14]=[CH:13][C:12]([O:15][CH3:16])=[C:11]([NH:17][S:34]([C:31]2[CH:32]=[CH:33][C:28]([F:27])=[CH:29][CH:30]=2)(=[O:36])=[O:35])[CH:10]=1, predict the reactants needed to synthesize it. The reactants are: [Cl:1][C:2]1[CH:3]=[C:4]([N:19]2[C:24](=[O:25])[NH:23][C:22](=[O:26])[CH:21]=[N:20]2)[CH:5]=[C:6]([Cl:18])[C:7]=1[O:8][C:9]1[CH:14]=[CH:13][C:12]([O:15][CH3:16])=[C:11]([NH2:17])[CH:10]=1.[F:27][C:28]1[CH:33]=[CH:32][C:31]([S:34](Cl)(=[O:36])=[O:35])=[CH:30][CH:29]=1.O. (3) Given the product [CH2:1]([C:5]1[S:9][C:8]([S:10]([NH:14][C:15]2[CH:19]=[C:18]([CH3:20])[O:17][N:16]=2)(=[O:12])=[O:11])=[CH:7][CH:6]=1)[CH2:2][CH2:3][CH3:4], predict the reactants needed to synthesize it. The reactants are: [CH2:1]([C:5]1[S:9][C:8]([S:10](Cl)(=[O:12])=[O:11])=[CH:7][CH:6]=1)[CH2:2][CH2:3][CH3:4].[NH2:14][C:15]1[CH:19]=[C:18]([CH3:20])[O:17][N:16]=1. (4) The reactants are: [CH3:1][C:2]1[C:6]([C:7]2[CH:8]=[CH:9][C:10]([NH:17][C:18]3[CH:23]=[C:22]([C:24]([F:27])([F:26])[F:25])[CH:21]=[C:20]([C:28]([N:30]4[CH2:35][C@H:34]([CH3:36])[O:33][C@H:32]([CH3:37])[CH2:31]4)=[O:29])[CH:19]=3)=[C:11]([CH:16]=2)[C:12]([O:14][CH3:15])=[O:13])=[C:5]([CH3:38])[O:4][N:3]=1.C(=O)([O-])[O-].[K+].[K+]. Given the product [CH3:1][C:2]1[C:6]([C:7]2[CH:16]=[C:11]([C:12]([O:14][CH3:15])=[O:13])[C:10]3[NH:17][C:18]4[C:19]([C:9]=3[CH:8]=2)=[C:20]([C:28]([N:30]2[CH2:31][C@H:32]([CH3:37])[O:33][C@H:34]([CH3:36])[CH2:35]2)=[O:29])[CH:21]=[C:22]([C:24]([F:27])([F:25])[F:26])[CH:23]=4)=[C:5]([CH3:38])[O:4][N:3]=1, predict the reactants needed to synthesize it. (5) Given the product [Br:8][C:9]1[CH:10]=[C:11]([CH:12]=[CH:13][CH:14]=1)[CH2:15][C:17]1[S:18][C:19]([CH3:22])=[CH:20][CH:21]=1, predict the reactants needed to synthesize it. The reactants are: C([SiH](CC)CC)C.[Br:8][C:9]1[CH:10]=[C:11]([CH:15]([C:17]2[S:18][C:19]([CH2:22]C)=[CH:20][CH:21]=2)O)[CH:12]=[CH:13][CH:14]=1.C(=O)([O-])[O-].[K+].[K+]. (6) The reactants are: [OH-].[Li+].C(OC([N:10]1[C:15]2[CH:16]=[CH:17][C:18]([N:20]([S:22]([CH3:25])(=[O:24])=[O:23])[CH3:21])=[CH:19][C:14]=2[S:13](=[O:27])(=[O:26])[CH:12]=[C:11]1[CH2:28][C:29]([O:31]C)=[O:30])=O)(C)(C)C. Given the product [CH3:25][S:22]([N:20]([CH3:21])[C:18]1[CH:17]=[CH:16][C:15]2[NH:10][C:11]([CH2:28][C:29]([OH:31])=[O:30])=[CH:12][S:13](=[O:26])(=[O:27])[C:14]=2[CH:19]=1)(=[O:23])=[O:24], predict the reactants needed to synthesize it. (7) Given the product [N+:1]([C:17]1[CH:18]=[CH:19][C:12]2[CH2:11][CH2:10][N:9]([CH2:6][CH2:7][CH3:8])[CH2:15][CH2:14][C:13]=2[CH:16]=1)([O-:4])=[O:2], predict the reactants needed to synthesize it. The reactants are: [N+:1]([O-:4])([O-])=[O:2].[K+].[CH2:6]([N:9]1[CH2:15][CH2:14][C:13]2[CH:16]=[CH:17][CH:18]=[CH:19][C:12]=2[CH2:11][CH2:10]1)[CH2:7][CH3:8].[OH-].[Na+].